Dataset: Forward reaction prediction with 1.9M reactions from USPTO patents (1976-2016). Task: Predict the product of the given reaction. (1) Given the reactants C(OC([NH:11][C@@H:12]([CH2:29][C:30]1[CH:35]=[CH:34][C:33]([C:36]2[N:41]=[CH:40][C:39]([C:42]3[CH:47]=[CH:46][C:45]([O:48][CH2:49][CH2:50][CH2:51][CH2:52][CH2:53][CH2:54][CH3:55])=[CH:44][CH:43]=3)=[CH:38][N:37]=2)=[CH:32][CH:31]=1)[C:13]([NH:15][CH:16]([CH:21]([OH:28])[C:22]1[CH:27]=[CH:26][CH:25]=[CH:24][CH:23]=1)[C:17]([O:19][CH3:20])=[O:18])=[O:14])=O)C1C=CC=CC=1, predict the reaction product. The product is: [NH2:11][C@@H:12]([CH2:29][C:30]1[CH:35]=[CH:34][C:33]([C:36]2[N:41]=[CH:40][C:39]([C:42]3[CH:43]=[CH:44][C:45]([O:48][CH2:49][CH2:50][CH2:51][CH2:52][CH2:53][CH2:54][CH3:55])=[CH:46][CH:47]=3)=[CH:38][N:37]=2)=[CH:32][CH:31]=1)[C:13]([NH:15][CH:16]([CH:21]([OH:28])[C:22]1[CH:23]=[CH:24][CH:25]=[CH:26][CH:27]=1)[C:17]([O:19][CH3:20])=[O:18])=[O:14]. (2) Given the reactants [Cl:1][C:2]1[CH:7]=[CH:6][C:5]([N:8]2[C:14](=[O:15])[CH:13]([CH2:16][C:17]([O:19]C(C)(C)C)=[O:18])[C:12]3=[N:24][N:25]=[C:26]([CH3:27])[N:11]3[C:10]3[CH:28]=[CH:29][CH:30]=[CH:31][C:9]2=3)=[CH:4][CH:3]=1.C(O)(C(F)(F)F)=O, predict the reaction product. The product is: [Cl:1][C:2]1[CH:7]=[CH:6][C:5]([N:8]2[C:14](=[O:15])[CH:13]([CH2:16][C:17]([OH:19])=[O:18])[C:12]3=[N:24][N:25]=[C:26]([CH3:27])[N:11]3[C:10]3[CH:28]=[CH:29][CH:30]=[CH:31][C:9]2=3)=[CH:4][CH:3]=1. (3) Given the reactants [Br:1][C:2]1[CH:10]=[C:9](/[CH:11]=[CH:12]/[CH:13]([C:18]2[CH:23]=[C:22]([Cl:24])[C:21]([Cl:25])=[C:20]([Cl:26])[CH:19]=2)[C:14]([F:17])([F:16])[F:15])[CH:8]=[CH:7][C:3]=1[C:4](O)=[O:5].S(Cl)(Cl)=O.C([O-])(O)=O.[Na+].[NH2:36][C:37]([CH3:42])([CH3:41])[C:38]([OH:40])=[O:39].Cl, predict the reaction product. The product is: [Br:1][C:2]1[CH:10]=[C:9](/[CH:11]=[CH:12]/[CH:13]([C:18]2[CH:19]=[C:20]([Cl:26])[C:21]([Cl:25])=[C:22]([Cl:24])[CH:23]=2)[C:14]([F:17])([F:16])[F:15])[CH:8]=[CH:7][C:3]=1[C:4]([NH:36][C:37]([CH3:42])([CH3:41])[C:38]([OH:40])=[O:39])=[O:5]. (4) Given the reactants Cl[C:2]1[C:3]([C:31]#[N:32])=[C:4]([C:21]2[CH:22]=[N:23][CH:24]=[C:25]([S:27]([CH3:30])(=[O:29])=[O:28])[CH:26]=2)[C:5]([O:18][CH2:19][CH3:20])=[C:6]([CH:8]([NH:10][C:11](=[O:17])[O:12][C:13]([CH3:16])([CH3:15])[CH3:14])[CH3:9])[CH:7]=1.[CH3:33]B(O)O.C(=O)([O-])[O-].[Na+].[Na+], predict the reaction product. The product is: [C:31]([C:3]1[C:2]([CH3:33])=[CH:7][C:6]([CH:8]([NH:10][C:11](=[O:17])[O:12][C:13]([CH3:16])([CH3:15])[CH3:14])[CH3:9])=[C:5]([O:18][CH2:19][CH3:20])[C:4]=1[C:21]1[CH:22]=[N:23][CH:24]=[C:25]([S:27]([CH3:30])(=[O:29])=[O:28])[CH:26]=1)#[N:32].